Dataset: Reaction yield outcomes from USPTO patents with 853,638 reactions. Task: Predict the reaction yield, written as a fraction of the theoretical maximum amount of product (1.0 means a 100% yield; for example, 0.34 means a 34% yield). (1) The reactants are Cl[CH2:2][CH2:3][O:4][CH2:5][CH2:6]Cl.[NH2:8][C@@H:9]([CH2:14][NH:15][C:16]([O:18][C:19]([CH3:22])([CH3:21])[CH3:20])=[O:17])[C:10]([O:12][CH3:13])=[O:11].O. The catalyst is C(N(C(C)C)CC)(C)C. The product is [C:19]([O:18][C:16]([NH:15][CH2:14][C@H:9]([N:8]1[CH2:6][CH2:5][O:4][CH2:3][CH2:2]1)[C:10]([O:12][CH3:13])=[O:11])=[O:17])([CH3:22])([CH3:21])[CH3:20]. The yield is 0.240. (2) The reactants are [C:1]([N:4]([C:6]1[CH:7]=[CH:8][C:9]([N:40]2[CH2:45][CH2:44][O:43][CH2:42][CH2:41]2)=[C:10]([CH:39]=1)[CH2:11][O:12][C:13]1[CH:18]=[CH:17][C:16]([C:19]2[N:23]([CH3:24])[C:22]3[CH:25]=[C:26]([C:28]([O:30]CC)=[O:29])[S:27][C:21]=3[C:20]=2[CH:33]2[CH2:38][CH2:37][CH2:36][CH2:35][CH2:34]2)=[CH:15][CH:14]=1)[CH3:5])(=[O:3])[CH3:2].[OH-].[Na+].[ClH:48].C(OCC)(=O)C. The catalyst is CO.O1CCCC1. The product is [ClH:48].[C:1]([N:4]([C:6]1[CH:7]=[CH:8][C:9]([N:40]2[CH2:41][CH2:42][O:43][CH2:44][CH2:45]2)=[C:10]([CH:39]=1)[CH2:11][O:12][C:13]1[CH:14]=[CH:15][C:16]([C:19]2[N:23]([CH3:24])[C:22]3[CH:25]=[C:26]([C:28]([OH:30])=[O:29])[S:27][C:21]=3[C:20]=2[CH:33]2[CH2:38][CH2:37][CH2:36][CH2:35][CH2:34]2)=[CH:17][CH:18]=1)[CH3:5])(=[O:3])[CH3:2]. The yield is 0.780.